Dataset: Catalyst prediction with 721,799 reactions and 888 catalyst types from USPTO. Task: Predict which catalyst facilitates the given reaction. Reactant: [NH2:1][C:2]1[N:7]=[CH:6][N:5]=[C:4]2[N:8]([C@@H:25]3[CH2:30][CH2:29][CH2:28][N:27]([C:31]([C:33](=[CH:36][C:37]([N:40]4[CH2:43][CH:42]([O:44][Si](C(C)(C)C)(C5C=CC=CC=5)C5C=CC=CC=5)[CH2:41]4)([CH3:39])[CH3:38])[C:34]#[N:35])=[O:32])[CH2:26]3)[N:9]=[C:10]([C:11]3[CH:16]=[CH:15][C:14]([O:17][C:18]4[CH:23]=[CH:22][CH:21]=[CH:20][CH:19]=4)=[CH:13][C:12]=3[F:24])[C:3]=12.CCCC[N+](CCCC)(CCCC)CCCC.[F-]. Product: [NH2:1][C:2]1[N:7]=[CH:6][N:5]=[C:4]2[N:8]([C@@H:25]3[CH2:30][CH2:29][CH2:28][N:27]([C:31]([C:33](=[CH:36][C:37]([N:40]4[CH2:43][CH:42]([OH:44])[CH2:41]4)([CH3:39])[CH3:38])[C:34]#[N:35])=[O:32])[CH2:26]3)[N:9]=[C:10]([C:11]3[CH:16]=[CH:15][C:14]([O:17][C:18]4[CH:23]=[CH:22][CH:21]=[CH:20][CH:19]=4)=[CH:13][C:12]=3[F:24])[C:3]=12. The catalyst class is: 1.